Task: Predict the reactants needed to synthesize the given product.. Dataset: Retrosynthesis with 50K atom-mapped reactions and 10 reaction types from USPTO (1) The reactants are: CC(C)(O)CC1(c2ccccc2)CNC(=O)C1. Given the product CC(C)(O)CC1(c2ccccc2)CCNC1, predict the reactants needed to synthesize it. (2) Given the product Nc1cc(Cl)c(C(=O)Nc2ccc3cn[nH]c3c2)cc1N, predict the reactants needed to synthesize it. The reactants are: Nc1cc(Cl)c(C(=O)Nc2ccc3cn[nH]c3c2)cc1[N+](=O)[O-]. (3) Given the product CCOC(=O)C1(NC(=O)OC(C)(C)C)CCN(c2ncnc3[nH]ccc23)CC1, predict the reactants needed to synthesize it. The reactants are: CCOC(=O)C1(NC(=O)OC(C)(C)C)CCNCC1.Clc1ncnc2[nH]ccc12.